Task: Predict which catalyst facilitates the given reaction.. Dataset: Catalyst prediction with 721,799 reactions and 888 catalyst types from USPTO (1) The catalyst class is: 6. Reactant: C(=O)([O-])[O-].[K+].[K+].C[O:8][C:9]([C:11]1[NH:33][C:14]2[C:15]3[C:16]([C:29]([O:31]C)=[O:30])=[CH:17][C:18]([C:25]([O:27]C)=[O:26])=[N:19][C:20]=3[C:21](=[O:24])[C:22](=[O:23])[C:13]=2[CH:12]=1)=[O:10].Cl. Product: [O:23]=[C:22]1[C:21](=[O:24])[C:20]2[N:19]=[C:18]([C:25]([OH:27])=[O:26])[CH:17]=[C:16]([C:29]([OH:31])=[O:30])[C:15]=2[C:14]2[NH:33][C:11]([C:9]([OH:10])=[O:8])=[CH:12][C:13]1=2. (2) Product: [CH3:1][S:2]([CH2:5][C:6]1[CH:11]=[C:10]([N:12]2[CH2:17][CH2:16][O:15][CH2:14][CH2:13]2)[N:9]=[C:8]([C:18]2[CH:24]=[CH:23][C:21]([NH:22][C:25](=[O:27])[CH3:26])=[CH:20][CH:19]=2)[N:7]=1)(=[O:4])=[O:3]. Reactant: [CH3:1][S:2]([CH2:5][C:6]1[CH:11]=[C:10]([N:12]2[CH2:17][CH2:16][O:15][CH2:14][CH2:13]2)[N:9]=[C:8]([C:18]2[CH:24]=[CH:23][C:21]([NH2:22])=[CH:20][CH:19]=2)[N:7]=1)(=[O:4])=[O:3].[C:25](Cl)(=[O:27])[CH3:26].CCN(C(C)C)C(C)C.O. The catalyst class is: 1. (3) Reactant: [C:1]1([CH:7]([C:33]2[CH:38]=[CH:37][CH:36]=[CH:35][CH:34]=2)[N:8]2[CH:13]=[CH:12][CH:11]=[C:10]([C:14]([NH:16][C@@H:17]([CH2:22][CH2:23][CH2:24][NH:25][C:26]([NH:28][N+:29]([O-:31])=[O:30])=[NH:27])[C:18]([O:20]C)=[O:19])=[O:15])[C:9]2=[O:32])[CH:6]=[CH:5][CH:4]=[CH:3][CH:2]=1.[OH-].[Na+]. Product: [C:1]1([CH:7]([C:33]2[CH:34]=[CH:35][CH:36]=[CH:37][CH:38]=2)[N:8]2[CH:13]=[CH:12][CH:11]=[C:10]([C:14]([NH:16][C@@H:17]([CH2:22][CH2:23][CH2:24][NH:25][C:26]([NH:28][N+:29]([O-:31])=[O:30])=[NH:27])[C:18]([OH:20])=[O:19])=[O:15])[C:9]2=[O:32])[CH:6]=[CH:5][CH:4]=[CH:3][CH:2]=1. The catalyst class is: 36. (4) Reactant: FC(F)(F)[C:3]([C:5]1[C:13]2[C:8](=[C:9]([F:19])[CH:10]=[CH:11][C:12]=2[O:14][C:15]([F:18])([F:17])[F:16])[NH:7][CH:6]=1)=[O:4].[OH2:22]. Product: [F:19][C:9]1[CH:10]=[CH:11][C:12]([O:14][C:15]([F:18])([F:17])[F:16])=[C:13]2[C:8]=1[NH:7][CH:6]=[C:5]2[C:3]([OH:4])=[O:22]. The catalyst class is: 273. (5) Reactant: [NH2:1][CH2:2][CH2:3][CH2:4][CH2:5][CH2:6][CH2:7][N:8]1[CH2:13][CH2:12][CH:11]([C:14]2[CH:15]=[C:16]([NH:20][C:21](=[O:25])[CH:22]([CH3:24])[CH3:23])[CH:17]=[CH:18][CH:19]=2)[CH2:10][CH2:9]1.[CH:26]1[CH:31]=[CH:30][C:29]([C:32]2[CH:37]=[CH:36][C:35]([N:38]=[C:39]=[O:40])=[CH:34][CH:33]=2)=[CH:28][CH:27]=1. Product: [C:32]1([C:29]2[CH:28]=[CH:27][CH:26]=[CH:31][CH:30]=2)[CH:33]=[CH:34][C:35]([NH:38][C:39]([NH:1][CH2:2][CH2:3][CH2:4][CH2:5][CH2:6][CH2:7][N:8]2[CH2:13][CH2:12][CH:11]([C:14]3[CH:15]=[C:16]([NH:20][C:21](=[O:25])[CH:22]([CH3:23])[CH3:24])[CH:17]=[CH:18][CH:19]=3)[CH2:10][CH2:9]2)=[O:40])=[CH:36][CH:37]=1. The catalyst class is: 1. (6) Reactant: [CH:1]([C:3]1[CH:4]=[C:5]([CH:9]=[C:10]([CH:14]([CH3:16])[CH3:15])[C:11]=1[O:12][CH3:13])[C:6]([OH:8])=[O:7])=O.Cl.[NH2:18]O. Product: [C:1]([C:3]1[CH:4]=[C:5]([CH:9]=[C:10]([CH:14]([CH3:16])[CH3:15])[C:11]=1[O:12][CH3:13])[C:6]([OH:8])=[O:7])#[N:18]. The catalyst class is: 106. (7) Reactant: [CH:1]1[CH2:6][CH2:5][CH:4]=[CH:3]C=1.[CH3:7][C:8]([CH:10]=[CH2:11])=[O:9].Cl[Sn](Cl)(Cl)Cl.[C:17]([O-])(O)=O.[Na+]. Product: [CH:11]12[CH2:1][CH2:6][CH:5]([CH:4]=[CH:3]1)[CH2:17][CH:10]2[C:8](=[O:9])[CH3:7]. The catalyst class is: 2. (8) Reactant: [Cl:1][C:2]1[CH:3]=[C:4]([CH2:19][N:20]2[C:24]([CH3:25])=[CH:23][C:22]([C:26]([O:28]CC)=[O:27])=[N:21]2)[C:5]2[O:9][C:8]([C:10]3[CH:15]=[CH:14][C:13]([F:16])=[CH:12][C:11]=3[F:17])=[CH:7][C:6]=2[CH:18]=1.[OH-].[Na+]. Product: [Cl:1][C:2]1[CH:3]=[C:4]([CH2:19][N:20]2[C:24]([CH3:25])=[CH:23][C:22]([C:26]([OH:28])=[O:27])=[N:21]2)[C:5]2[O:9][C:8]([C:10]3[CH:15]=[CH:14][C:13]([F:16])=[CH:12][C:11]=3[F:17])=[CH:7][C:6]=2[CH:18]=1. The catalyst class is: 8. (9) Reactant: [F:1][C:2]1([F:32])[O:6][C:5]2[CH:7]=[CH:8][C:9]([NH:11][C:12]([C:14]3[CH:19]=[CH:18][CH:17]=[CH:16][C:15]=3[NH:20][CH2:21][C:22]3[CH:27]=[CH:26][N:25]=[C:24]([C:28](OC)=[O:29])[CH:23]=3)=[O:13])=[CH:10][C:4]=2[O:3]1.[Li+].[BH4-].CO. Product: [F:32][C:2]1([F:1])[O:6][C:5]2[CH:7]=[CH:8][C:9]([NH:11][C:12](=[O:13])[C:14]3[CH:19]=[CH:18][CH:17]=[CH:16][C:15]=3[NH:20][CH2:21][C:22]3[CH:27]=[CH:26][N:25]=[C:24]([CH2:28][OH:29])[CH:23]=3)=[CH:10][C:4]=2[O:3]1. The catalyst class is: 1. (10) Product: [F:1][C:2]1[CH:10]=[C:9]([N+:11]([O-:13])=[O:12])[CH:8]=[CH:7][C:3]=1[C:4]([NH:28][CH:25]([CH3:27])[CH3:26])=[O:6]. The catalyst class is: 4. Reactant: [F:1][C:2]1[CH:10]=[C:9]([N+:11]([O-:13])=[O:12])[CH:8]=[CH:7][C:3]=1[C:4]([OH:6])=O.CN(C=O)C.C(Cl)(=O)C(Cl)=O.[CH:25]([NH2:28])([CH3:27])[CH3:26].